From a dataset of Forward reaction prediction with 1.9M reactions from USPTO patents (1976-2016). Predict the product of the given reaction. (1) Given the reactants [CH2:1]1[O:4][C@H:2]1[CH3:3].[O-]S(C(F)(F)F)(=O)=O.[Ca+2].[O-]S(C(F)(F)F)(=O)=O.[CH2:22]([NH2:29])[C:23]1[CH:28]=[CH:27][CH:26]=[CH:25][CH:24]=1.[C:30](O[C:30]([O:32][C:33]([CH3:36])([CH3:35])[CH3:34])=[O:31])([O:32][C:33]([CH3:36])([CH3:35])[CH3:34])=[O:31], predict the reaction product. The product is: [CH2:22]([N:29]([CH2:1][C@@H:2]([OH:4])[CH3:3])[C:30](=[O:31])[O:32][C:33]([CH3:34])([CH3:36])[CH3:35])[C:23]1[CH:28]=[CH:27][CH:26]=[CH:25][CH:24]=1. (2) Given the reactants [OH:1][C:2]1[N:3]=[C:4]([C:18]2[CH:23]=[CH:22][CH:21]=[CH:20][CH:19]=2)[C:5]([C:8]2[CH:9]=[CH:10][C:11](=[O:17])[N:12]([CH:14]([CH3:16])[CH3:15])[N:13]=2)=[N:6][CH:7]=1.N1C(C)=CC=CC=1C.[F:32][C:33]([F:46])([F:45])[S:34](O[S:34]([C:33]([F:46])([F:45])[F:32])(=[O:36])=[O:35])(=[O:36])=[O:35].O, predict the reaction product. The product is: [F:32][C:33]([F:46])([F:45])[S:34]([O:1][C:2]1[CH:7]=[N:6][C:5]([C:8]2[CH:9]=[CH:10][C:11](=[O:17])[N:12]([CH:14]([CH3:16])[CH3:15])[N:13]=2)=[C:4]([C:18]2[CH:19]=[CH:20][CH:21]=[CH:22][CH:23]=2)[N:3]=1)(=[O:36])=[O:35]. (3) The product is: [Br:29][C:30]1[CH:31]=[C:32]2[C:36](=[CH:37][CH:38]=1)[NH:35][C:34]([C:48]([NH2:7])=[O:50])=[C:33]2[S:53]([NH:67][CH2:66][CH:61]1[CH2:62][CH2:63][CH2:64][CH2:65][O:60]1)(=[O:54])=[O:55]. Given the reactants ClC1C=C2C(=CC=1)[N:7](S(C1C=CC=CC=1)(=O)=O)C(C(OCC)=O)=C2S(Cl)(=O)=O.[Br:29][C:30]1[CH:31]=[C:32]2[C:36](=[CH:37][CH:38]=1)[N:35](S(C1C=CC=CC=1)(=O)=O)[C:34]([C:48]([O:50]CC)=O)=[C:33]2[S:53](Cl)(=[O:55])=[O:54].Cl.CN.[O:60]1[CH2:65][CH2:64][CH2:63][CH2:62][CH:61]1[CH2:66][NH2:67], predict the reaction product. (4) Given the reactants [F:1][C:2]([F:26])([F:25])[O:3][C:4]1[CH:9]=[CH:8][C:7]([N:10]2[CH:14]=[N:13][C:12]([C:15]3[CH:20]=[CH:19][C:18]([CH2:21][CH2:22][CH2:23][NH2:24])=[CH:17][CH:16]=3)=[N:11]2)=[CH:6][CH:5]=1.[C:27]1([CH3:37])[CH:32]=[CH:31][CH:30]=[CH:29][C:28]=1[NH:33][C:34]([NH2:36])=[S:35].[C:38]([O-])(=[O:40])C.[Na+], predict the reaction product. The product is: [C:27]1([CH3:37])[CH:32]=[CH:31][CH:30]=[CH:29][C:28]=1[NH:33][C:34]([NH:36][C:38]([NH:24][CH2:23][CH2:22][CH2:21][C:18]1[CH:19]=[CH:20][C:15]([C:12]2[N:13]=[CH:14][N:10]([C:7]3[CH:6]=[CH:5][C:4]([O:3][C:2]([F:1])([F:25])[F:26])=[CH:9][CH:8]=3)[N:11]=2)=[CH:16][CH:17]=1)=[O:40])=[S:35]. (5) Given the reactants [NH:1]1[CH:5]=[C:4]([C:6]2[CH:11]=[C:10]([C:12]([NH2:14])=[O:13])[CH:9]=[CH:8][N:7]=2)[N:3]=[CH:2]1.Br[CH2:16][CH2:17][C:18]1[CH:23]=[CH:22][CH:21]=[CH:20][C:19]=1[Cl:24].C([O-])([O-])=O.[K+].[K+], predict the reaction product. The product is: [Cl:24][C:19]1[CH:20]=[CH:21][CH:22]=[CH:23][C:18]=1[CH2:17][CH2:16][N:1]1[CH:5]=[C:4]([C:6]2[CH:11]=[C:10]([C:12]([NH2:14])=[O:13])[CH:9]=[CH:8][N:7]=2)[N:3]=[CH:2]1.